Task: Predict which catalyst facilitates the given reaction.. Dataset: Catalyst prediction with 721,799 reactions and 888 catalyst types from USPTO (1) Reactant: [F:1][C:2]1[CH:10]=[C:9]2[C:5]([C:6]([N:11]=[C:12]=S)=[N:7][NH:8]2)=[CH:4][CH:3]=1.C(N(CC)CC)C.Cl.Cl.[NH2:23][CH2:24][C@@:25]1([OH:33])[CH:30]2[CH2:31][CH2:32][N:27]([CH2:28][CH2:29]2)[CH2:26]1.C(N=C=NC(C)C)(C)C. Product: [F:1][C:2]1[CH:10]=[C:9]2[C:5]([C:6]([NH:11][C:12]3[O:33][C@:25]4([CH2:24][N:23]=3)[CH:30]3[CH2:31][CH2:32][N:27]([CH2:28][CH2:29]3)[CH2:26]4)=[N:7][NH:8]2)=[CH:4][CH:3]=1. The catalyst class is: 3. (2) Reactant: [C:1]([NH:9][C:10]([NH:12][C:13]1([C:27]2[S:28][CH:29]=[CH:30][CH:31]=2)[CH:17]([CH2:18]O)[CH2:16][N:15]([C:20]([O:22][C:23]([CH3:26])([CH3:25])[CH3:24])=[O:21])[CH2:14]1)=[S:11])(=[O:8])[C:2]1[CH:7]=[CH:6][CH:5]=[CH:4][CH:3]=1.ClC(N(C)C)=C(C)C.C(=O)(O)[O-].[Na+]. Product: [C:1]([NH:9][C:10]1[S:11][CH2:18][C@@H:17]2[CH2:16][N:15]([C:20]([O:22][C:23]([CH3:26])([CH3:25])[CH3:24])=[O:21])[CH2:14][C@:13]2([C:27]2[S:28][CH:29]=[CH:30][CH:31]=2)[N:12]=1)(=[O:8])[C:2]1[CH:3]=[CH:4][CH:5]=[CH:6][CH:7]=1. The catalyst class is: 4. (3) Reactant: [O:1]1[CH2:3][C@@H:2]1[CH2:4]C1C([N+]([O-])=O)=CC=CC=1S([O-])(=O)=O.[OH:18][C:19]1[CH:28]=[C:27]([O:29][CH2:30][C:31]2[CH:36]=[CH:35][C:34]([O:37][CH3:38])=[CH:33][CH:32]=2)[CH:26]=[CH:25][C:20]=1[C:21]([O:23][CH3:24])=[O:22].C(=O)([O-])[O-].[Cs+].[Cs+]. Product: [CH3:24][O:23][C:21](=[O:22])[C:20]1[CH:25]=[CH:26][C:27]([O:29][CH2:30][C:31]2[CH:32]=[CH:33][C:34]([O:37][CH3:38])=[CH:35][CH:36]=2)=[CH:28][C:19]=1[O:18][CH2:4][C@@H:2]1[CH2:3][O:1]1. The catalyst class is: 9. (4) Reactant: [C:1]([CH2:3][C:4]1[C:12]([CH3:13])=[CH:11][CH:10]=[CH:9][C:5]=1[C:6]([OH:8])=O)#[N:2].C[N:15](C)C=O.C(Cl)(=O)C(Cl)=O. Product: [NH2:15][C:1]1[NH:2][C:6](=[O:8])[C:5]2[C:4]([CH:3]=1)=[C:12]([CH3:13])[CH:11]=[CH:10][CH:9]=2. The catalyst class is: 2. (5) Reactant: [CH2:1]([C:5]1[N:10]2[N:11]=[CH:12][N:13]=[C:9]2[N:8]([CH:14]2[CH2:23][CH2:22][C:17]3(OCC[O:18]3)[CH2:16][CH2:15]2)[C:7](=[O:24])[C:6]=1[CH2:25][C:26]1[CH:31]=[CH:30][C:29]([C:32]2[C:33]([C:38]#[N:39])=[CH:34][CH:35]=[CH:36][CH:37]=2)=[CH:28][CH:27]=1)[CH2:2][CH2:3][CH3:4].Cl.O1CCCC1.[BH4-].[Na+]. Product: [CH2:1]([C:5]1[N:10]2[N:11]=[CH:12][N:13]=[C:9]2[N:8]([CH:14]2[CH2:23][CH2:22][CH:17]([OH:18])[CH2:16][CH2:15]2)[C:7](=[O:24])[C:6]=1[CH2:25][C:26]1[CH:31]=[CH:30][C:29]([C:32]2[C:33]([C:38]#[N:39])=[CH:34][CH:35]=[CH:36][CH:37]=2)=[CH:28][CH:27]=1)[CH2:2][CH2:3][CH3:4]. The catalyst class is: 370. (6) Reactant: Cl[C:2]1[N:11]2[N:12]=[C:13]([CH3:15])[N:14]=[C:10]2[C:9]2[CH:8]=[C:7]([CH3:16])[CH:6]=[CH:5][C:4]=2[N:3]=1.[CH3:17][N:18]1[CH2:23][CH2:22][NH:21][CH2:20][CH2:19]1. Product: [CH3:15][C:13]1[N:14]=[C:10]2[N:11]([C:2]([N:21]3[CH2:22][CH2:23][N:18]([CH3:17])[CH2:19][CH2:20]3)=[N:3][C:4]3[CH:5]=[CH:6][C:7]([CH3:16])=[CH:8][C:9]=32)[N:12]=1. The catalyst class is: 14. (7) Reactant: [Br:1][C:2]1[CH:7]=[CH:6][C:5]([C:8](=[O:10])[CH3:9])=[CH:4][C:3]=1[F:11].[Br:12]Br. Product: [Br:12][CH2:9][C:8]([C:5]1[CH:6]=[CH:7][C:2]([Br:1])=[C:3]([F:11])[CH:4]=1)=[O:10]. The catalyst class is: 22. (8) Reactant: [N:1]1[CH:6]=[CH:5][C:4]([C:7](=O)[CH2:8][C:9]2[CH:13]=[CH:12][S:11][CH:10]=2)=[CH:3][CH:2]=1.[CH2:15]([O:17][C:18]1[CH:19]=[C:20]([CH:23]=[C:24]([N+:27]([O-:29])=[O:28])[C:25]=1[OH:26])[CH:21]=O)[CH3:16].[NH2:30][C:31]([NH2:33])=[O:32].[ClH:34]. Product: [CH2:15]([O:17][C:18]1[CH:19]=[C:20]([CH:21]2[C:8]([C:9]3[CH:13]=[CH:12][S:11][CH:10]=3)=[C:7]([C:4]3[CH:5]=[CH:6][N:1]=[CH:2][CH:3]=3)[NH:33][C:31](=[O:32])[NH:30]2)[CH:23]=[C:24]([N+:27]([O-:29])=[O:28])[C:25]=1[OH:26])[CH3:16].[ClH:34]. The catalyst class is: 8. (9) Reactant: [C:1]1([C:37]2[CH:42]=[CH:41][CH:40]=[CH:39][CH:38]=2)[CH:6]=[CH:5][C:4]([CH2:7][C@H:8]([NH:18][C:19]([C:21]2([CH2:26][C:27]([O:29]CC3C=CC=CC=3)=[O:28])[CH2:25][CH2:24][CH2:23][CH2:22]2)=[O:20])[C:9]2[N:13](CCC#N)[N:12]=[N:11][N:10]=2)=[CH:3][CH:2]=1. Product: [C:1]1([C:37]2[CH:38]=[CH:39][CH:40]=[CH:41][CH:42]=2)[CH:2]=[CH:3][C:4]([CH2:7][C@H:8]([NH:18][C:19]([C:21]2([CH2:26][C:27]([OH:29])=[O:28])[CH2:25][CH2:24][CH2:23][CH2:22]2)=[O:20])[C:9]2[NH:13][N:12]=[N:11][N:10]=2)=[CH:5][CH:6]=1. The catalyst class is: 19.